Dataset: Full USPTO retrosynthesis dataset with 1.9M reactions from patents (1976-2016). Task: Predict the reactants needed to synthesize the given product. (1) Given the product [F:17][C:14]1[CH:15]=[CH:16][C:11]([C:9]2[N:10]=[C:5]3[CH:4]=[CH:3][C:2]([N:30]4[CH2:31][CH2:32][N:27]([CH2:26][CH2:25][OH:24])[CH2:28][CH2:29]4)=[N:7][N:6]3[C:8]=2[C:18]2[CH:23]=[CH:22][N:21]=[N:20][CH:19]=2)=[CH:12][CH:13]=1, predict the reactants needed to synthesize it. The reactants are: Cl[C:2]1[CH:3]=[CH:4][C:5]2[N:6]([C:8]([C:18]3[CH:23]=[CH:22][N:21]=[N:20][CH:19]=3)=[C:9]([C:11]3[CH:16]=[CH:15][C:14]([F:17])=[CH:13][CH:12]=3)[N:10]=2)[N:7]=1.[OH:24][CH2:25][CH2:26][N:27]1[CH2:32][CH2:31][NH:30][CH2:29][CH2:28]1. (2) Given the product [CH3:18][O:19][C:20](=[O:34])[CH2:21][C:22]1[C:26]2[CH:27]=[CH:28][C:29]([OH:32])=[C:30]([CH3:31])[C:25]=2[S:24][CH:23]=1, predict the reactants needed to synthesize it. The reactants are: [Cl-].[Al+3].[Cl-].[Cl-].C(S)CCCCCCCCCCC.[CH3:18][O:19][C:20](=[O:34])[CH2:21][C:22]1[C:26]2[CH:27]=[CH:28][C:29]([O:32]C)=[C:30]([CH3:31])[C:25]=2[S:24][CH:23]=1.